The task is: Predict the reaction yield, written as a fraction of the theoretical maximum amount of product (1.0 means a 100% yield; for example, 0.34 means a 34% yield).. This data is from Reaction yield outcomes from USPTO patents with 853,638 reactions. (1) The product is [CH2:25]([O:20][C@H:11]([C@H:12]([CH:18]=[CH2:19])[CH2:13][CH2:14][CH:15]([CH3:16])[CH3:17])[C@@H:9]([O:8][CH2:7][C:6]1[CH:5]=[CH:4][C:3]([O:2][CH3:1])=[CH:22][CH:21]=1)[CH3:10])[CH:26]([CH3:31])[CH3:27]. The reactants are [CH3:1][O:2][C:3]1[CH:22]=[CH:21][C:6]([CH2:7][O:8][C@H:9]([C@H:11]([OH:20])[C@H:12]([CH:18]=[CH2:19])[CH2:13][CH2:14][CH:15]([CH3:17])[CH3:16])[CH3:10])=[CH:5][CH:4]=1.[H-].[Na+].[CH3:25][C:26]1[CH:31]=CC(S(OCC(C)C)(=O)=O)=C[CH:27]=1. The catalyst is CN(C=O)C. The yield is 0.870. (2) The reactants are C([O:4][CH2:5][C:6]1[C:11]([C:12]2[CH:17]=[C:16]([NH:18][C:19]3[CH:24]=[CH:23][C:22]([N:25]4[CH2:30][CH2:29][N:28]([CH:31]5[CH2:34][O:33][CH2:32]5)[CH2:27][C@@H:26]4[CH3:35])=[CH:21][N:20]=3)[C:15](=[O:36])[N:14]([CH3:37])[CH:13]=2)=[CH:10][C:9]([F:38])=[CH:8][C:7]=1[N:39]1[CH2:50][CH2:49][N:48]2[C:41](=[CH:42][C:43]3[CH2:44][C:45]([CH3:52])([CH3:51])[CH2:46][C:47]=32)[C:40]1=[O:53])(=O)C.[OH-].[Li+]. No catalyst specified. The product is [F:38][C:9]1[CH:10]=[C:11]([C:12]2[CH:17]=[C:16]([NH:18][C:19]3[CH:24]=[CH:23][C:22]([N:25]4[CH2:30][CH2:29][N:28]([CH:31]5[CH2:32][O:33][CH2:34]5)[CH2:27][C@@H:26]4[CH3:35])=[CH:21][N:20]=3)[C:15](=[O:36])[N:14]([CH3:37])[CH:13]=2)[C:6]([CH2:5][OH:4])=[C:7]([N:39]2[CH2:50][CH2:49][N:48]3[C:41](=[CH:42][C:43]4[CH2:44][C:45]([CH3:52])([CH3:51])[CH2:46][C:47]=43)[C:40]2=[O:53])[CH:8]=1. The yield is 0.530.